Predict the reactants needed to synthesize the given product. From a dataset of Full USPTO retrosynthesis dataset with 1.9M reactions from patents (1976-2016). Given the product [CH3:10][O:9][CH:8]([O:11][CH3:12])[C:6]1[CH:5]=[CH:4][C:3]([O:13][CH2:14][CH2:15][N:16]2[CH2:21][CH2:20][O:19][CH2:18][CH2:17]2)=[C:2]([CH:7]=1)[C:27]([OH:29])=[O:28], predict the reactants needed to synthesize it. The reactants are: Br[C:2]1[CH:7]=[C:6]([CH:8]([O:11][CH3:12])[O:9][CH3:10])[CH:5]=[CH:4][C:3]=1[O:13][CH2:14][CH2:15][N:16]1[CH2:21][CH2:20][O:19][CH2:18][CH2:17]1.C([Li])CCC.[C:27](=[O:29])=[O:28].